Dataset: Catalyst prediction with 721,799 reactions and 888 catalyst types from USPTO. Task: Predict which catalyst facilitates the given reaction. (1) Reactant: Cl[CH2:2][CH:3]=O.[NH2:5][C:6]1[CH:7]=[C:8]([CH:11]=[CH:12][N:13]=1)[C:9]#[N:10].C([O-])(O)=O.[Na+]. Product: [N:5]1[CH:2]=[CH:3][N:13]2[CH:12]=[CH:11][C:8]([C:9]#[N:10])=[CH:7][C:6]=12. The catalyst class is: 8. (2) The catalyst class is: 6. Product: [C:5]([Br:3])(=[O:22])[CH2:6][CH2:7][CH2:8][CH2:9][CH2:10][CH2:11][CH2:12][CH2:13][CH2:14][CH2:15][CH2:16][CH2:17][CH2:18][CH2:19][CH3:20]. Reactant: S(Br)([Br:3])=O.[C:5]([OH:22])(=O)[CH2:6][CH2:7][CH2:8][CH2:9][CH2:10][CH2:11][CH2:12][CH2:13][CH2:14][CH2:15][CH2:16][CH2:17][CH2:18][CH2:19][CH3:20]. (3) Reactant: CO.[CH3:3][C:4]1([CH3:31])[CH2:8][C:7]2[C:9]([CH3:30])=[C:10]([N:15]3[CH2:20][CH2:19][N:18]([C:21]4[CH:26]=[CH:25][C:24]([C:27](=[O:29])[CH3:28])=[CH:23][CH:22]=4)[CH2:17][CH2:16]3)[C:11]([CH3:14])=[C:12]([CH3:13])[C:6]=2[O:5]1.[BH4-].[Na+]. Product: [CH3:31][C:4]1([CH3:3])[CH2:8][C:7]2[C:9]([CH3:30])=[C:10]([N:15]3[CH2:20][CH2:19][N:18]([C:21]4[CH:22]=[CH:23][C:24]([CH:27]([OH:29])[CH3:28])=[CH:25][CH:26]=4)[CH2:17][CH2:16]3)[C:11]([CH3:14])=[C:12]([CH3:13])[C:6]=2[O:5]1. The catalyst class is: 6. (4) The catalyst class is: 3. Reactant: [CH3:1][O:2][C:3]1[CH:11]=[CH:10][C:6]([C:7]([OH:9])=[O:8])=[CH:5][CH:4]=1.[CH3:12][O:13][C:14]1[CH:21]=[CH:20][C:17](C=O)=[CH:16][CH:15]=1.OOS([O-])=O.[K+].CC[O:30][C:31](C)=[O:32]. Product: [CH3:1][O:2][C:3]1[CH:11]=[CH:10][C:6]([C:7]([OH:9])=[O:8])=[CH:5][CH:4]=1.[CH:31]([O:32][C:17]1[CH:16]=[CH:15][C:14]([O:13][CH3:12])=[CH:21][CH:20]=1)=[O:30]. (5) Reactant: [Cl:1][C:2]1[N:10]=[C:9]2[C:5]([NH:6][CH:7]=[N:8]2)=[C:4](Cl)[N:3]=1.[C:12]([O:16][C:17]([N:19]1[CH2:24][CH2:23][NH:22][CH2:21][CH2:20]1)=[O:18])([CH3:15])([CH3:14])[CH3:13].C(N(CC)CC)C.O. Product: [C:12]([O:16][C:17]([N:19]1[CH2:24][CH2:23][N:22]([C:4]2[N:3]=[C:2]([Cl:1])[N:10]=[C:9]3[C:5]=2[N:6]=[CH:7][NH:8]3)[CH2:21][CH2:20]1)=[O:18])([CH3:15])([CH3:13])[CH3:14]. The catalyst class is: 10. (6) Reactant: [Br:1][C:2]1[CH:3]=[CH:4][C:5]([Cl:25])=[C:6]([CH:24]=1)[CH2:7][C:8]1[CH:9]=[CH:10][C:11]2[O:16][CH2:15][CH2:14][N:13](C(=O)C(F)(F)F)[C:12]=2[CH:23]=1.[BH4-].[Na+]. Product: [Br:1][C:2]1[CH:3]=[CH:4][C:5]([Cl:25])=[C:6]([CH:24]=1)[CH2:7][C:8]1[CH:9]=[CH:10][C:11]2[O:16][CH2:15][CH2:14][NH:13][C:12]=2[CH:23]=1. The catalyst class is: 8. (7) Reactant: [Cl:1][C:2]1[N:7]=[C:6]([NH2:8])[CH:5]=[N:4][CH:3]=1.[I:9]N1C(=O)CCC1=O.O.C([O-])(O)=O.[Na+]. Product: [Cl:1][C:2]1[N:7]=[C:6]([NH2:8])[CH:5]=[N:4][C:3]=1[I:9]. The catalyst class is: 16. (8) Reactant: Cl[CH2:2][C:3]([NH:5][C:6]1[CH:11]=[CH:10][N:9]=[N:8][CH:7]=1)=[O:4].[N:12]12[CH2:19][CH2:18][CH:15]([CH2:16][CH2:17]1)[C@@H:14]([O:20][C:21]([C:23]1([C:30]3[CH:35]=[CH:34][CH:33]=[CH:32][CH:31]=3)[CH2:29][CH2:28][CH2:27][CH2:26][CH2:25][CH2:24]1)=[O:22])[CH2:13]2.C(OCC)C. Product: [CH:21]([O-:22])=[O:20].[C:30]1([C:23]2([C:21]([O:20][C@@H:14]3[CH:15]4[CH2:18][CH2:19][N+:12]([CH2:2][C:3](=[O:4])[NH:5][C:6]5[CH:11]=[CH:10][N:9]=[N:8][CH:7]=5)([CH2:17][CH2:16]4)[CH2:13]3)=[O:22])[CH2:29][CH2:28][CH2:27][CH2:26][CH2:25][CH2:24]2)[CH:31]=[CH:32][CH:33]=[CH:34][CH:35]=1. The catalyst class is: 10. (9) Reactant: CC(C)([O-])C.[K+].[CH3:7][S:8]([CH2:11]P(=O)(OCC)OCC)(=[O:10])=[O:9].[CH:20]([C@H:22]1[CH2:27][CH2:26][C@H:25]([NH:28][C:29](=[O:35])[O:30][C:31]([CH3:34])([CH3:33])[CH3:32])[CH2:24][CH2:23]1)=O. Product: [CH3:7][S:8]([CH:11]=[CH:20][C@H:22]1[CH2:23][CH2:24][C@H:25]([NH:28][C:29](=[O:35])[O:30][C:31]([CH3:34])([CH3:33])[CH3:32])[CH2:26][CH2:27]1)(=[O:9])=[O:10]. The catalyst class is: 7. (10) Reactant: [CH3:1][C:2]1[C:7]([C:8]([C:10]2[C:11](=[O:23])[CH2:12][CH2:13][CH2:14][C:15]=2[S:16][C:17]2[CH:22]=[CH:21][CH:20]=[CH:19][CH:18]=2)=[O:9])=[CH:6][CH:5]=[C:4]([C:24]([F:27])([F:26])[F:25])[N:3]=1.C(OO)(=[O:30])C.C(OCC)(=O)C.[OH2:39]. Product: [C:17]1([S:16]([C:15]2[CH2:14][CH2:13][CH2:12][C:11](=[O:23])[C:10]=2[C:8]([C:7]2[C:2]([CH3:1])=[N:3][C:4]([C:24]([F:25])([F:27])[F:26])=[CH:5][CH:6]=2)=[O:9])(=[O:30])=[O:39])[CH:22]=[CH:21][CH:20]=[CH:19][CH:18]=1. The catalyst class is: 2.